Task: Predict the product of the given reaction.. Dataset: Forward reaction prediction with 1.9M reactions from USPTO patents (1976-2016) (1) Given the reactants F[C:2]1[CH:9]=[C:8]([C:10]2[C:18]3[CH2:17][C:16]([CH3:20])([CH3:19])[CH2:15][C:14](=[O:21])[C:13]=3[N:12]([CH3:22])[CH:11]=2)[CH:7]=[CH:6][C:3]=1[C:4]#[N:5].[OH:23][C@H:24]1[CH2:29][CH2:28][C@H:27]([NH2:30])[CH2:26][CH2:25]1.C(N(CC)C(C)C)(C)C, predict the reaction product. The product is: [OH:23][CH:24]1[CH2:29][CH2:28][CH:27]([NH:30][C:2]2[CH:9]=[C:8]([C:10]3[C:18]4[CH2:17][C:16]([CH3:20])([CH3:19])[CH2:15][C:14](=[O:21])[C:13]=4[N:12]([CH3:22])[CH:11]=3)[CH:7]=[CH:6][C:3]=2[C:4]#[N:5])[CH2:26][CH2:25]1. (2) The product is: [CH3:17][N:5]1[C:6]2[C:12]([NH:19][N:20]=[CH:10][C:7]=2[C:8]2[S:9][C:2]([Br:1])=[CH:3][C:4]1=2)=[O:13]. Given the reactants [Br:1][C:2]1[S:9][C:8]2[C:7]([CH:10]=O)=[C:6]([C:12](OCC)=[O:13])[N:5]([CH3:17])[C:4]=2[CH:3]=1.O.[NH2:19][NH2:20].BrC1SC2C(C=O)=C(C(OCC)=O)NC=2C=1, predict the reaction product. (3) Given the reactants C(OC([N:8]1[CH2:13][CH2:12][CH:11]([NH:14][C:15]2[CH:42]=[C:18]3[CH2:19][N:20]([C:24]([O:26][CH2:27][C:28]4[CH:33]=[C:32]([C:34]([F:37])([F:36])[F:35])[CH:31]=[C:30]([C:38]([F:41])([F:40])[F:39])[CH:29]=4)=[O:25])[CH2:21][CH2:22][CH2:23][N:17]3[N:16]=2)[CH2:10][CH2:9]1)=O)(C)(C)C.C(O)(C(F)(F)F)=O, predict the reaction product. The product is: [NH:8]1[CH2:9][CH2:10][CH:11]([NH:14][C:15]2[CH:42]=[C:18]3[CH2:19][N:20]([C:24]([O:26][CH2:27][C:28]4[CH:29]=[C:30]([C:38]([F:40])([F:41])[F:39])[CH:31]=[C:32]([C:34]([F:37])([F:35])[F:36])[CH:33]=4)=[O:25])[CH2:21][CH2:22][CH2:23][N:17]3[N:16]=2)[CH2:12][CH2:13]1. (4) Given the reactants [Br:1][CH2:2][CH2:3][CH2:4][NH2:5].[CH3:6][C:7]([O:10][C:11](O[C:11]([O:10][C:7]([CH3:9])([CH3:8])[CH3:6])=[O:12])=[O:12])([CH3:9])[CH3:8], predict the reaction product. The product is: [Br:1][CH2:2][CH2:3][CH2:4][NH:5][C:11](=[O:12])[O:10][C:7]([CH3:9])([CH3:8])[CH3:6]. (5) Given the reactants [C:1]([CH:4]([CH2:10][C:11](=O)[CH3:12])[C:5]([O:7][CH2:8][CH3:9])=[O:6])(=O)[CH3:2].[Br:14][C:15]1[CH:20]=[C:19]([NH2:21])[CH:18]=[C:17]([Br:22])[C:16]=1[OH:23], predict the reaction product. The product is: [Br:14][C:15]1[CH:20]=[C:19]([N:21]2[C:11]([CH3:12])=[CH:10][C:4]([C:5]([O:7][CH2:8][CH3:9])=[O:6])=[C:1]2[CH3:2])[CH:18]=[C:17]([Br:22])[C:16]=1[OH:23]. (6) Given the reactants Br[C:2]1[C:3](=[O:7])[CH2:4][CH2:5][CH:6]=1.C1(P(C2C=CC=CC=2)C2C=CC=CC=2)C=CC=CC=1.[F:27][C:28]1[CH:33]=[CH:32][C:31](B(O)O)=[CH:30][CH:29]=1.C(=O)(O)[O-].[Na+], predict the reaction product. The product is: [F:27][C:28]1[CH:33]=[CH:32][C:31]([C:2]2[C:3](=[O:7])[CH2:4][CH2:5][CH:6]=2)=[CH:30][CH:29]=1. (7) Given the reactants [OH:1][C:2]([C:4](F)(F)F)=O.[F:8][C:9]1[CH:14]=[C:13]([F:15])[CH:12]=[CH:11][C:10]=1[C@@H:16]([F:37])[CH:17]1[CH2:22][CH2:21][N:20]([C:23]2[N:24]=[C:25]3[CH2:36][CH2:35][NH:34][CH2:33][C:26]3=[N:27][C:28]=2[NH:29][CH:30]([CH3:32])[CH3:31])[CH2:19][CH2:18]1.C(OC(=O)C)(=O)C.N1C=CC=CC=1, predict the reaction product. The product is: [F:8][C:9]1[CH:14]=[C:13]([F:15])[CH:12]=[CH:11][C:10]=1[C@@H:16]([F:37])[CH:17]1[CH2:22][CH2:21][N:20]([C:23]2[N:24]=[C:25]3[CH2:36][CH2:35][N:34]([C:2](=[O:1])[CH3:4])[CH2:33][C:26]3=[N:27][C:28]=2[NH:29][CH:30]([CH3:32])[CH3:31])[CH2:19][CH2:18]1.